From a dataset of Full USPTO retrosynthesis dataset with 1.9M reactions from patents (1976-2016). Predict the reactants needed to synthesize the given product. (1) Given the product [C:5]1([C:8]2[CH:13]=[CH:12][CH:11]=[CH:10][CH:9]=2)[CH:4]=[CH:3][C:2]([NH:1][C:16](=[O:17])[C:15]([F:26])([F:25])[F:14])=[CH:7][CH:6]=1, predict the reactants needed to synthesize it. The reactants are: [NH2:1][C:2]1[CH:7]=[CH:6][C:5]([C:8]2[CH:13]=[CH:12][CH:11]=[CH:10][CH:9]=2)=[CH:4][CH:3]=1.[F:14][C:15]([F:26])([F:25])[C:16](O[C:16](=[O:17])[C:15]([F:26])([F:25])[F:14])=[O:17]. (2) The reactants are: [CH:1]1([CH2:7][S:8][C:9]2[CH:10]=[CH:11][C:12]([F:17])=[C:13]([CH:16]=2)[CH:14]=[O:15])[CH2:6][CH2:5][CH2:4][CH2:3][CH2:2]1.[C:18](#[N:20])[CH3:19]. Given the product [CH:1]1([CH2:7][S:8][C:9]2[CH:10]=[CH:11][C:12]([F:17])=[C:13]([CH:14]([OH:15])[CH2:19][C:18]#[N:20])[CH:16]=2)[CH2:2][CH2:3][CH2:4][CH2:5][CH2:6]1, predict the reactants needed to synthesize it. (3) Given the product [Br:18][C:19]1[S:20][CH:21]=[C:22]([C:24]([NH:1][C:2]2[C:7]([O:8][CH3:9])=[N:6][C:5]([N:10]3[CH2:14][CH2:13][NH:12][C:11]3=[O:15])=[N:4][C:3]=2[O:16][CH3:17])=[O:25])[N:23]=1, predict the reactants needed to synthesize it. The reactants are: [NH2:1][C:2]1[C:3]([O:16][CH3:17])=[N:4][C:5]([N:10]2[CH2:14][CH2:13][NH:12][C:11]2=[O:15])=[N:6][C:7]=1[O:8][CH3:9].[Br:18][C:19]1[S:20][CH:21]=[C:22]([C:24](O)=[O:25])[N:23]=1.C(N(CC)CC)C.CN(C(ON1N=NC2C=CC=NC1=2)=[N+](C)C)C.F[P-](F)(F)(F)(F)F. (4) Given the product [F:1][C:2]1[CH:3]=[CH:4][C:5]([C:8]2[C:12]([CH2:13][O:14][C:15]3[CH:23]=[CH:22][C:18]([C:19]([NH2:51])=[O:21])=[C:17]([CH:45]4[CH2:46][CH2:38][O:43][CH2:42][CH2:41]4)[N:16]=3)=[CH:11][O:10][N:9]=2)=[N:6][CH:7]=1, predict the reactants needed to synthesize it. The reactants are: [F:1][C:2]1[CH:3]=[CH:4][C:5]([C:8]2[C:12]([CH2:13][O:14][C:15]3[CH:23]=[CH:22][C:18]([C:19]([OH:21])=O)=[CH:17][N:16]=3)=[CH:11][O:10][N:9]=2)=[N:6][CH:7]=1.ClC1C=C(C2C(CO[C:38]3[CH:46]=[CH:45][C:41]([C:42](O)=[O:43])=CN=3)=C(C)ON=2)C=CC=1.FC(F)(F)C[NH2:51]. (5) Given the product [CH2:1]([O:3][C:4]1[CH:5]=[C:6]([CH:25]=[CH:26][CH:27]=1)[C:7]([C:9]1[C:18]2[C:13](=[CH:14][C:15]([O:21][CH3:22])=[C:16]([O:19][CH3:20])[CH:17]=2)[C:12]([C:23]([OH:32])=[O:28])=[CH:11][N:10]=1)=[O:8])[CH3:2], predict the reactants needed to synthesize it. The reactants are: [CH2:1]([O:3][C:4]1[CH:5]=[C:6]([CH:25]=[CH:26][CH:27]=1)[C:7]([C:9]1[C:18]2[C:13](=[CH:14][C:15]([O:21][CH3:22])=[C:16]([O:19][CH3:20])[CH:17]=2)[C:12]([C:23]#N)=[CH:11][N:10]=1)=[O:8])[CH3:2].[OH-:28].[Na+].Cl.C[OH:32].